From a dataset of Retrosynthesis with 50K atom-mapped reactions and 10 reaction types from USPTO. Predict the reactants needed to synthesize the given product. (1) Given the product Cc1cc(CN2CC[C@H](N(Cc3ccccc3C)c3ccc(C#N)c(Cl)c3)C2)n(C)n1, predict the reactants needed to synthesize it. The reactants are: Cc1cc(C=O)n(C)n1.Cc1ccccc1CN(c1ccc(C#N)c(Cl)c1)[C@H]1CCNC1. (2) Given the product Ic1ccnc2[nH]ccc12, predict the reactants needed to synthesize it. The reactants are: CC(=O)n1ccc2c(I)ccnc21.